Dataset: Forward reaction prediction with 1.9M reactions from USPTO patents (1976-2016). Task: Predict the product of the given reaction. (1) Given the reactants [Cl:1][C:2]1[C:11]2[C:6](=[CH:7][CH:8]=[C:9]([C:12]([OH:29])([C:23]3[N:27]([CH3:28])[CH:26]=[N:25][CH:24]=3)[C:13]3[CH:18]=[CH:17][N:16]=[C:15]([C:19]([F:22])([F:21])[F:20])[CH:14]=3)[CH:10]=2)[N:5]=[C:4]([O:30][CH3:31])[C:3]=1[OH:32].[CH:33]1([CH2:36]O)[CH2:35][CH2:34]1, predict the reaction product. The product is: [Cl:1][C:2]1[C:11]2[C:6](=[CH:7][CH:8]=[C:9]([C:12]([C:23]3[N:27]([CH3:28])[CH:26]=[N:25][CH:24]=3)([C:13]3[CH:18]=[CH:17][N:16]=[C:15]([C:19]([F:22])([F:20])[F:21])[CH:14]=3)[OH:29])[CH:10]=2)[N:5]=[C:4]([O:30][CH3:31])[C:3]=1[O:32][CH2:36][CH:33]1[CH2:35][CH2:34]1. (2) Given the reactants [F:1][C:2]([F:47])([F:46])[C:3]1[CH:4]=[C:5]([C:13]([CH3:45])([CH3:44])[C:14]([N:16]([C:18]2[CH:19]=[N:20][C:21]([N:32]3[C@H:41]([CH2:42][OH:43])[CH2:40][N:39]4[C@H:34]([CH2:35][O:36][CH2:37][CH2:38]4)[CH2:33]3)=[CH:22][C:23]=2[C:24]2[CH:29]=[CH:28][C:27]([F:30])=[CH:26][C:25]=2[CH3:31])[CH3:17])=[O:15])[CH:6]=[C:7]([C:9]([F:12])([F:11])[F:10])[CH:8]=1.[ClH:48], predict the reaction product. The product is: [ClH:48].[F:11][C:9]([F:10])([F:12])[C:7]1[CH:6]=[C:5]([C:13]([CH3:45])([CH3:44])[C:14]([N:16]([C:18]2[CH:19]=[N:20][C:21]([N:32]3[C@H:41]([CH2:42][OH:43])[CH2:40][N:39]4[C@H:34]([CH2:35][O:36][CH2:37][CH2:38]4)[CH2:33]3)=[CH:22][C:23]=2[C:24]2[CH:29]=[CH:28][C:27]([F:30])=[CH:26][C:25]=2[CH3:31])[CH3:17])=[O:15])[CH:4]=[C:3]([C:2]([F:1])([F:47])[F:46])[CH:8]=1. (3) Given the reactants Br[C:2]1[CH:20]=[CH:19][C:5]([C:6]([NH:8][CH:9]2[C:14]([CH3:16])([CH3:15])[C@H:13]3[CH2:17][C@:10]2([CH3:18])[CH2:11][CH2:12]3)=[O:7])=[CH:4][C:3]=1[S:21]([N:24]1[CH2:29][CH2:28][O:27][CH2:26][CH2:25]1)(=[O:23])=[O:22].[CH3:30][NH:31][CH3:32].C1C=CC(P(C2C=CC3C(=CC=CC=3)C=2C2C3C(=CC=CC=3)C=CC=2P(C2C=CC=CC=2)C2C=CC=CC=2)C2C=CC=CC=2)=CC=1.CC(C)([O-])C.[K+], predict the reaction product. The product is: [CH3:30][N:31]([CH3:32])[C:2]1[CH:20]=[CH:19][C:5]([C:6]([NH:8][CH:9]2[C:14]([CH3:16])([CH3:15])[C@H:13]3[CH2:17][C@:10]2([CH3:18])[CH2:11][CH2:12]3)=[O:7])=[CH:4][C:3]=1[S:21]([N:24]1[CH2:29][CH2:28][O:27][CH2:26][CH2:25]1)(=[O:23])=[O:22]. (4) Given the reactants C([O:4][C:5]1[CH:10]=[CH:9][C:8]([O:11][CH2:12][C:13]2[CH:18]=[CH:17][CH:16]=[CH:15][CH:14]=2)=[C:7]([NH:19][S:20]([CH3:23])(=[O:22])=[O:21])[CH:6]=1)(=O)C.[OH-].[K+].Cl, predict the reaction product. The product is: [CH2:12]([O:11][C:8]1[CH:9]=[CH:10][C:5]([OH:4])=[CH:6][C:7]=1[NH:19][S:20]([CH3:23])(=[O:22])=[O:21])[C:13]1[CH:14]=[CH:15][CH:16]=[CH:17][CH:18]=1. (5) Given the reactants [CH2:1]([NH:8][C:9]([N:11]1[CH2:16][CH2:15][CH2:14][CH:13]([C:17]2[NH:18][C:19]([C:26]3[CH:31]=[CH:30][C:29]([O:32][C:33]4[CH:38]=[CH:37][CH:36]=[CH:35][CH:34]=4)=[CH:28][CH:27]=3)=[C:20]([C:24]#[N:25])[C:21](=O)[CH:22]=2)[CH2:12]1)=[O:10])[C:2]1[CH:7]=[CH:6][CH:5]=[CH:4][CH:3]=1.P(Cl)(Cl)([Cl:41])=O, predict the reaction product. The product is: [CH2:1]([NH:8][C:9]([N:11]1[CH2:16][CH2:15][CH2:14][CH:13]([C:17]2[CH:22]=[C:21]([Cl:41])[C:20]([C:24]#[N:25])=[C:19]([C:26]3[CH:31]=[CH:30][C:29]([O:32][C:33]4[CH:38]=[CH:37][CH:36]=[CH:35][CH:34]=4)=[CH:28][CH:27]=3)[N:18]=2)[CH2:12]1)=[O:10])[C:2]1[CH:7]=[CH:6][CH:5]=[CH:4][CH:3]=1.